Dataset: NCI-60 drug combinations with 297,098 pairs across 59 cell lines. Task: Regression. Given two drug SMILES strings and cell line genomic features, predict the synergy score measuring deviation from expected non-interaction effect. (1) Drug 1: CC1=C(C=C(C=C1)NC2=NC=CC(=N2)N(C)C3=CC4=NN(C(=C4C=C3)C)C)S(=O)(=O)N.Cl. Drug 2: CCC1(C2=C(COC1=O)C(=O)N3CC4=CC5=C(C=CC(=C5CN(C)C)O)N=C4C3=C2)O.Cl. Cell line: A498. Synergy scores: CSS=5.45, Synergy_ZIP=-3.80, Synergy_Bliss=2.78, Synergy_Loewe=-19.3, Synergy_HSA=-0.346. (2) Drug 2: C1=NC2=C(N1)C(=S)N=CN2. Drug 1: C1=NC2=C(N=C(N=C2N1C3C(C(C(O3)CO)O)O)F)N. Cell line: PC-3. Synergy scores: CSS=21.8, Synergy_ZIP=-7.33, Synergy_Bliss=-0.0430, Synergy_Loewe=-4.25, Synergy_HSA=0.383. (3) Drug 1: CC1OCC2C(O1)C(C(C(O2)OC3C4COC(=O)C4C(C5=CC6=C(C=C35)OCO6)C7=CC(=C(C(=C7)OC)O)OC)O)O. Drug 2: CC1C(C(CC(O1)OC2CC(CC3=C2C(=C4C(=C3O)C(=O)C5=C(C4=O)C(=CC=C5)OC)O)(C(=O)C)O)N)O.Cl. Cell line: IGROV1. Synergy scores: CSS=48.7, Synergy_ZIP=10.3, Synergy_Bliss=10.2, Synergy_Loewe=13.5, Synergy_HSA=15.2. (4) Drug 1: COC1=NC(=NC2=C1N=CN2C3C(C(C(O3)CO)O)O)N. Drug 2: C#CCC(CC1=CN=C2C(=N1)C(=NC(=N2)N)N)C3=CC=C(C=C3)C(=O)NC(CCC(=O)O)C(=O)O. Cell line: HT29. Synergy scores: CSS=67.0, Synergy_ZIP=-3.03, Synergy_Bliss=-4.44, Synergy_Loewe=-4.45, Synergy_HSA=-0.203. (5) Drug 1: C1=NC2=C(N1)C(=S)N=CN2. Drug 2: C(CCl)NC(=O)N(CCCl)N=O. Cell line: SK-MEL-5. Synergy scores: CSS=3.67, Synergy_ZIP=-6.87, Synergy_Bliss=-0.452, Synergy_Loewe=-5.10, Synergy_HSA=-0.494. (6) Drug 1: CC1=C(C=C(C=C1)NC(=O)C2=CC=C(C=C2)CN3CCN(CC3)C)NC4=NC=CC(=N4)C5=CN=CC=C5. Drug 2: CCCCC(=O)OCC(=O)C1(CC(C2=C(C1)C(=C3C(=C2O)C(=O)C4=C(C3=O)C=CC=C4OC)O)OC5CC(C(C(O5)C)O)NC(=O)C(F)(F)F)O. Cell line: TK-10. Synergy scores: CSS=50.0, Synergy_ZIP=3.62, Synergy_Bliss=3.09, Synergy_Loewe=-11.2, Synergy_HSA=4.24. (7) Drug 1: C1CC(=O)NC(=O)C1N2C(=O)C3=CC=CC=C3C2=O. Drug 2: B(C(CC(C)C)NC(=O)C(CC1=CC=CC=C1)NC(=O)C2=NC=CN=C2)(O)O. Cell line: OVCAR-5. Synergy scores: CSS=50.0, Synergy_ZIP=2.42, Synergy_Bliss=-1.22, Synergy_Loewe=-39.4, Synergy_HSA=-5.34. (8) Drug 1: C1=CC(=CC=C1C#N)C(C2=CC=C(C=C2)C#N)N3C=NC=N3. Drug 2: CC1=C(C=C(C=C1)NC(=O)C2=CC=C(C=C2)CN3CCN(CC3)C)NC4=NC=CC(=N4)C5=CN=CC=C5. Cell line: U251. Synergy scores: CSS=10.3, Synergy_ZIP=-4.67, Synergy_Bliss=-1.42, Synergy_Loewe=-0.0776, Synergy_HSA=0.247.